Dataset: Peptide-MHC class I binding affinity with 185,985 pairs from IEDB/IMGT. Task: Regression. Given a peptide amino acid sequence and an MHC pseudo amino acid sequence, predict their binding affinity value. This is MHC class I binding data. (1) The peptide sequence is RKYSDLVPK. The MHC is HLA-A11:01 with pseudo-sequence HLA-A11:01. The binding affinity (normalized) is 0.231. (2) The peptide sequence is WFREDRSPV. The MHC is HLA-B46:01 with pseudo-sequence HLA-B46:01. The binding affinity (normalized) is 0.0847. (3) The peptide sequence is NTQGYFPDWQ. The MHC is HLA-B35:01 with pseudo-sequence HLA-B35:01. The binding affinity (normalized) is 0. (4) The peptide sequence is SLIVKCMPY. The MHC is HLA-B08:02 with pseudo-sequence HLA-B08:02. The binding affinity (normalized) is 0.0847.